Dataset: M1 muscarinic receptor antagonist screen with 61,756 compounds. Task: Binary Classification. Given a drug SMILES string, predict its activity (active/inactive) in a high-throughput screening assay against a specified biological target. (1) The molecule is O=C(Nc1c(OC)ccc(c1)C)c1[nH]c(c(c1CC)C(=O)C)C. The result is 0 (inactive). (2) The drug is O(c1ccc(c2n(nnc2C(OCC)=O)c2nonc2N)cc1)CC. The result is 0 (inactive). (3) The drug is Fc1ccc(N2CCN(CC2)CCCNC(=O)Nc2cc(OC)ccc2)cc1. The result is 0 (inactive). (4) The drug is O=c1n(CCC=2CCCCC2)cnc2c1[nH]c1c2cccc1. The result is 0 (inactive). (5) The compound is S(=O)(=O)(N1CCCCCC1)Nc1ccc(cc1)C(OCC)=O. The result is 0 (inactive). (6) The molecule is S(=O)(=O)(N1CCN(CC1)CC(=O)Nc1cc(F)ccc1)c1ccc(OC)cc1. The result is 0 (inactive). (7) The drug is s1c(NC(=O)CCC(=O)N(CCOC)CC(=O)NCc2ccc(F)cc2)ncc1. The result is 0 (inactive). (8) The compound is S(=O)(=O)(N(CC(=O)Nc1cc(SC)ccc1)C)c1ccc(F)cc1. The result is 0 (inactive). (9) The molecule is O1C(CCC1)CNC(=O)c1n(c2nc3n(c(=O)c2c1)cc(cc3)C)C. The result is 0 (inactive). (10) The compound is OC(=O)CC(n1nc(nc1C)C)C. The result is 0 (inactive).